Dataset: Forward reaction prediction with 1.9M reactions from USPTO patents (1976-2016). Task: Predict the product of the given reaction. Given the reactants [H-].[Na+].[CH2:3]([OH:10])[C:4]1[CH:9]=[CH:8][CH:7]=[CH:6][CH:5]=1.Cl[C:12]1[CH:19]=[N:18][CH:17]=[CH:16][C:13]=1[C:14]#[N:15], predict the reaction product. The product is: [CH2:3]([O:10][C:12]1[CH:19]=[N:18][CH:17]=[CH:16][C:13]=1[C:14]#[N:15])[C:4]1[CH:9]=[CH:8][CH:7]=[CH:6][CH:5]=1.